From a dataset of Reaction yield outcomes from USPTO patents with 853,638 reactions. Predict the reaction yield, written as a fraction of the theoretical maximum amount of product (1.0 means a 100% yield; for example, 0.34 means a 34% yield). (1) The catalyst is CCO.CCOC(C)=O. The product is [CH3:1][O:2][C:3]([C:4]1[C:5]([NH:13][C:14]2[CH:15]=[CH:16][CH:17]=[CH:18][CH:19]=2)=[C:6]([Cl:12])[C:7]2[N:11]=[CH:21][NH:10][C:8]=2[CH:9]=1)=[O:20]. The reactants are [CH3:1][O:2][C:3](=[O:20])[C:4]1[CH:9]=[C:8]([NH2:10])[C:7]([NH2:11])=[C:6]([Cl:12])[C:5]=1[NH:13][C:14]1[CH:19]=[CH:18][CH:17]=[CH:16][CH:15]=1.[C:21](O)(=O)C.C(N)=N. The yield is 0.990. (2) The reactants are [CH3:1][C:2]([CH2:4][C:5]([NH2:8])([CH3:7])[CH3:6])=[O:3].C(O)(C(O)=O)=O.O=[CH:16][CH2:17][CH2:18][C:19]([O:21][CH3:22])=[O:20]. The catalyst is CO. The product is [CH3:6][C:5]1([CH3:7])[NH:8][CH:16]([CH2:17][CH2:18][C:19]([O:21][CH3:22])=[O:20])[CH2:1][C:2](=[O:3])[CH2:4]1. The yield is 0.370. (3) The reactants are F[C:2]1[N:7]=[C:6]([NH2:8])[CH:5]=[CH:4][CH:3]=1.[C:9]([CH:13]1[CH2:17][CH2:16][NH:15][CH2:14]1)([CH3:12])([CH3:11])[CH3:10].C(N(CC)CC)C. The catalyst is O. The product is [C:9]([CH:13]1[CH2:17][CH2:16][N:15]([C:2]2[N:7]=[C:6]([NH2:8])[CH:5]=[CH:4][CH:3]=2)[CH2:14]1)([CH3:12])([CH3:11])[CH3:10]. The yield is 0.550.